The task is: Predict the reaction yield, written as a fraction of the theoretical maximum amount of product (1.0 means a 100% yield; for example, 0.34 means a 34% yield).. This data is from Reaction yield outcomes from USPTO patents with 853,638 reactions. The reactants are C[Si]([C:5]#[N:6])(C)C.[OH:7][C:8]1[CH:14]=[CH:13][C:11]([NH2:12])=[CH:10][CH:9]=1.[C:15]1(=O)[CH2:18][CH2:17][CH2:16]1.ClCCl. The catalyst is CC(C)=O. The product is [OH:7][C:8]1[CH:14]=[CH:13][C:11]([NH:12][C:15]2([C:5]#[N:6])[CH2:18][CH2:17][CH2:16]2)=[CH:10][CH:9]=1. The yield is 0.960.